This data is from Forward reaction prediction with 1.9M reactions from USPTO patents (1976-2016). The task is: Predict the product of the given reaction. (1) Given the reactants [CH3:1][O:2][C:3](=O)/[CH:4]=[C:5](/[CH:14]([F:16])[F:15])\[C:6](=[N+:12]=[N-:13])[C:7]([O:9][CH2:10][CH3:11])=[O:8].C1C=CC(P(C2C=CC=CC=2)C2C=CC=CC=2)=CC=1, predict the reaction product. The product is: [CH2:10]([O:9][C:7]([C:6]1[N:12]=[N:13][C:3]([O:2][CH3:1])=[CH:4][C:5]=1[CH:14]([F:16])[F:15])=[O:8])[CH3:11]. (2) Given the reactants CO[C:3]([CH2:5][CH2:6][C@H:7]([NH2:11])[C:8]([OH:10])=[O:9])=[O:4].C(CC(=O)C)(=O)C.[CH2:19]([N:21](CC)CC)[CH3:20].C(N)C.C(O)=O, predict the reaction product. The product is: [NH2:11][C@H:7]([C:8]([OH:10])=[O:9])[CH2:6][CH2:5][C:3]([NH:21][CH2:19][CH3:20])=[O:4].